Dataset: Full USPTO retrosynthesis dataset with 1.9M reactions from patents (1976-2016). Task: Predict the reactants needed to synthesize the given product. Given the product [CH2:18]([N:22]([C:6]1[C:5]([CH3:9])=[C:4]([Cl:10])[N:3]=[C:2]([CH3:1])[N:7]=1)[CH2:23][CH3:24])[CH2:19][CH2:20][CH3:21], predict the reactants needed to synthesize it. The reactants are: [CH3:1][C:2]1[N:7]=[C:6](Cl)[C:5]([CH3:9])=[C:4]([Cl:10])[N:3]=1.C(N(CC)CC)C.[CH2:18]([NH:22][CH2:23][CH3:24])[CH2:19][CH2:20][CH3:21].